Dataset: Catalyst prediction with 721,799 reactions and 888 catalyst types from USPTO. Task: Predict which catalyst facilitates the given reaction. (1) Reactant: C[C:2]1[N:3]=[CH:4][C:5]([C:8](O)=O)=[N:6][CH:7]=1.C([N:14]([CH:17](C)C)CC)(C)C.C1(P(N=[N+]=[N-])(C2C=CC=CC=2)=[O:27])C=CC=CC=1.[CH2:37]([OH:44])[C:38]1[CH:43]=[CH:42][CH:41]=[CH:40][CH:39]=1.[OH-].[Na+]. The catalyst class is: 11. Product: [CH3:8][C:5]1[N:6]=[CH:7][C:2]([NH:14][C:17](=[O:27])[O:44][CH2:37][C:38]2[CH:43]=[CH:42][CH:41]=[CH:40][CH:39]=2)=[N:3][CH:4]=1. (2) Reactant: I[C:2]1[C:10]2[C:5](=[CH:6][N:7]=[C:8]([C:11]3[CH:12]=[N:13][CH:14]=[CH:15][CH:16]=3)[CH:9]=2)[NH:4][N:3]=1.C([Sn](CCCCC)(CCCCC)[C:22]1[CH:27]=[CH:26][CH:25]=[CH:24][N:23]=1)CCC.[Li+].[Cl-]. Product: [N:23]1[CH:24]=[CH:25][CH:26]=[CH:27][C:22]=1[C:2]1[C:10]2[C:5](=[CH:6][N:7]=[C:8]([C:11]3[CH:12]=[N:13][CH:14]=[CH:15][CH:16]=3)[CH:9]=2)[NH:4][N:3]=1. The catalyst class is: 321. (3) Reactant: [NH:1]1[CH2:5][CH2:4][CH2:3][CH2:2]1.C(P(C(C)(C)C)C1C=CC=C[C:12]=1[C:17]1[CH:22]=[CH:21][CH:20]=[CH:19][CH:18]=1)(C)(C)C.P([O-])([O-])([O-])=[O:28].[K+].[K+].[K+].[CH3:35][O:36]CCOC.[C:41]([O:44][CH2:45]C)(=[O:43])C. Product: [N:1]1([C:21]2[CH:22]=[C:17]([C:12]([O:36][CH3:35])=[O:28])[CH:18]=[C:19]([CH:20]=2)[C:41]([O:44][CH3:45])=[O:43])[CH2:5][CH2:4][CH2:3][CH2:2]1. The catalyst class is: 110. (4) Reactant: [Cl:1][C:2]1[CH:7]=[CH:6][C:5]([C:8]2([C:11]([OH:13])=O)[CH2:10][CH2:9]2)=[CH:4][CH:3]=1.CN([P+](ON1N=NC2C=CC=CC1=2)(N(C)C)N(C)C)C.F[P-](F)(F)(F)(F)F.[C:41]1([CH:47]2[CH2:51][CH2:50][CH2:49][NH:48]2)[CH:46]=[CH:45][CH:44]=[CH:43][CH:42]=1.CCN(C(C)C)C(C)C. Product: [Cl:1][C:2]1[CH:3]=[CH:4][C:5]([C:8]2([C:11]([N:48]3[CH2:49][CH2:50][CH2:51][CH:47]3[C:41]3[CH:46]=[CH:45][CH:44]=[CH:43][CH:42]=3)=[O:13])[CH2:9][CH2:10]2)=[CH:6][CH:7]=1. The catalyst class is: 2. (5) Reactant: [Cl:1][C:2]1[CH:3]=[C:4]([CH:17]=[CH:18][C:19]=1[Cl:20])[CH2:5][O:6][C:7]1[CH:12]=[CH:11][C:10]([C:13](=[O:16])[CH:14]=O)=[CH:9][CH:8]=1.C(O[BH-](OC(=O)C)OC(=O)C)(=O)C.[Na+].[CH3:35][O:36][C:37]([C@@H:39]1[CH2:48][C:47]2[C:42](=[CH:43][C:44](O)=[C:45]([NH2:49])[CH:46]=2)[CH2:41][N:40]1[C:51]([O:53][C:54]([CH3:57])([CH3:56])[CH3:55])=[O:52])=[O:38].C(Cl)Cl. Product: [CH3:35][O:36][C:37]([CH:39]1[CH2:48][C:47]2[CH:46]=[C:45]3[C:44]([O:16][C@@H:13]([C:10]4[CH:9]=[CH:8][C:7]([O:6][CH2:5][C:4]5[CH:17]=[CH:18][C:19]([Cl:20])=[C:2]([Cl:1])[CH:3]=5)=[CH:12][CH:11]=4)[CH2:14][NH:49]3)=[CH:43][C:42]=2[CH2:41][N:40]1[C:51]([O:53][C:54]([CH3:57])([CH3:56])[CH3:55])=[O:52])=[O:38]. The catalyst class is: 325. (6) Reactant: [CH2:1]([O:3][C:4](=[O:38])[C:5]1[CH:10]=[CH:9][CH:8]=[C:7]([NH:11][CH2:12][C:13]2[CH:18]=[CH:17][C:16]([O:19][CH2:20][C:21]3[N:22]([C:29]4[C:34]([Cl:35])=[CH:33][CH:32]=[CH:31][C:30]=4[Cl:36])[N:23]=[N:24][C:25]=3[CH:26]([CH3:28])[CH3:27])=[CH:15][C:14]=2[CH3:37])[CH:6]=1)[CH3:2].[H-].[Na+].I[CH3:42]. Product: [CH2:1]([O:3][C:4](=[O:38])[C:5]1[CH:10]=[CH:9][CH:8]=[C:7]([N:11]([CH2:12][C:13]2[CH:18]=[CH:17][C:16]([O:19][CH2:20][C:21]3[N:22]([C:29]4[C:30]([Cl:36])=[CH:31][CH:32]=[CH:33][C:34]=4[Cl:35])[N:23]=[N:24][C:25]=3[CH:26]([CH3:27])[CH3:28])=[CH:15][C:14]=2[CH3:37])[CH3:42])[CH:6]=1)[CH3:2]. The catalyst class is: 9. (7) The catalyst class is: 11. Product: [C:19]([O:18][C:16](=[O:17])[NH:15][C@H:13]([C:9]1[CH:10]=[CH:11][CH:12]=[C:7]([N:32]2[CH2:33][CH2:34][N:29]([C:27](=[O:28])[C:26]([F:36])([F:25])[F:35])[CH2:30][CH2:31]2)[CH:8]=1)[CH3:14])([CH3:20])([CH3:21])[CH3:22]. Reactant: FC(F)(F)S(O[C:7]1[CH:12]=[CH:11][CH:10]=[C:9]([C@@H:13]([NH:15][C:16]([O:18][C:19]([CH3:22])([CH3:21])[CH3:20])=[O:17])[CH3:14])[CH:8]=1)(=O)=O.[F:25][C:26]([F:36])([F:35])[C:27]([N:29]1[CH2:34][CH2:33][NH:32][CH2:31][CH2:30]1)=[O:28].C(P(C(C)(C)C)C1C=CC=CC=1C1C=CC=CC=1)(C)(C)C.P([O-])([O-])([O-])=O.[K+].[K+].[K+].C(=O)([O-])O.[Na+]. (8) Reactant: COC[O:4][C:5]1[CH:6]=[C:7]([CH2:17][N:18]([CH:28]([CH3:30])[CH3:29])[S:19]([C:22]2[CH:27]=[CH:26][CH:25]=[CH:24][N:23]=2)(=[O:21])=[O:20])[CH:8]=[C:9]2[C:14]=1[O:13][C:12]([CH3:16])([CH3:15])[CH:11]=[CH:10]2.O. Product: [OH:4][C:5]1[CH:6]=[C:7]([CH2:17][N:18]([CH:28]([CH3:30])[CH3:29])[S:19]([C:22]2[CH:27]=[CH:26][CH:25]=[CH:24][N:23]=2)(=[O:21])=[O:20])[CH:8]=[C:9]2[C:14]=1[O:13][C:12]([CH3:15])([CH3:16])[CH:11]=[CH:10]2. The catalyst class is: 632.